This data is from Catalyst prediction with 721,799 reactions and 888 catalyst types from USPTO. The task is: Predict which catalyst facilitates the given reaction. (1) Reactant: Br[C:2]1[C:3]([O:12][CH3:13])=[CH:4][C:5]([O:10][CH3:11])=[C:6]([CH:9]=1)[CH:7]=[O:8].[CH3:14][N:15]1[CH:19]=[CH:18][CH:17]=[C:16]1[Sn](CCCC)(CCCC)CCCC. Product: [CH3:11][O:10][C:5]1[CH:4]=[C:3]([O:12][CH3:13])[C:2]([C:16]2[N:15]([CH3:14])[CH:19]=[CH:18][CH:17]=2)=[CH:9][C:6]=1[CH:7]=[O:8]. The catalyst class is: 184. (2) Product: [F:17][CH:2]([F:1])[C:3]1[N:4]([CH3:18])[N:5]=[C:6]([C:8]2[CH:13]=[CH:12][C:11]([O:14][CH3:15])=[C:10]([CH3:16])[CH:9]=2)[CH:7]=1. Reactant: [F:1][CH:2]([F:17])[C:3]1[NH:4][N:5]=[C:6]([C:8]2[CH:13]=[CH:12][C:11]([O:14][CH3:15])=[C:10]([CH3:16])[CH:9]=2)[CH:7]=1.[CH3:18]N(C)C=O.[H-].[Na+].CI. The catalyst class is: 6.